This data is from Reaction yield outcomes from USPTO patents with 853,638 reactions. The task is: Predict the reaction yield, written as a fraction of the theoretical maximum amount of product (1.0 means a 100% yield; for example, 0.34 means a 34% yield). (1) The reactants are [N:1]1[CH:6]=[CH:5][CH:4]=[C:3]([NH:7][C:8](=[O:15])OCC(Cl)(Cl)Cl)[CH:2]=1.Cl.Cl.[F:18][C:19]1[CH:24]=[CH:23][CH:22]=[C:21]([F:25])[C:20]=1[C:26]1[CH:31]=[CH:30][N:29]=[C:28]([N:32]2[CH2:37][CH2:36][NH:35][CH2:34][CH2:33]2)[N:27]=1. The catalyst is O1CCCC1.CCCCCC. The product is [F:18][C:19]1[CH:24]=[CH:23][CH:22]=[C:21]([F:25])[C:20]=1[C:26]1[CH:31]=[CH:30][N:29]=[C:28]([N:32]2[CH2:37][CH2:36][N:35]([C:8]([NH:7][C:3]3[CH:2]=[N:1][CH:6]=[CH:5][CH:4]=3)=[O:15])[CH2:34][CH2:33]2)[N:27]=1. The yield is 0.690. (2) The reactants are Cl.Cl.[NH2:3][CH:4]1[C:22](=[O:23])[N:21]2[CH:17]([CH2:18][CH:19]([O:24][C:25]3[C:34]4[C:29](=[CH:30][CH:31]=[CH:32][CH:33]=4)[CH:28]=[CH:27][N:26]=3)[CH2:20]2)[C:16](=[O:35])[NH:15][C:14]2([C:36]([NH:38][S:39]([CH:42]3[CH2:44][CH2:43]3)(=[O:41])=[O:40])=[O:37])[CH:12]([CH2:13]2)[CH:11]=[CH:10][CH2:9][CH2:8][CH2:7][CH2:6][CH2:5]1.CCN(C(C)C)C(C)C.Cl[C:55]([O:57][CH2:58][C:59]([CH3:62])([CH3:61])[CH3:60])=[O:56]. The catalyst is C(Cl)Cl.CCOC(C)=O.CO. The product is [CH3:60][C:59]([CH3:62])([CH3:61])[CH2:58][O:57][C:55](=[O:56])[NH:3][CH:4]1[C:22](=[O:23])[N:21]2[CH:17]([CH2:18][CH:19]([O:24][C:25]3[C:34]4[C:29](=[CH:30][CH:31]=[CH:32][CH:33]=4)[CH:28]=[CH:27][N:26]=3)[CH2:20]2)[C:16](=[O:35])[NH:15][C:14]2([C:36]([NH:38][S:39]([CH:42]3[CH2:43][CH2:44]3)(=[O:40])=[O:41])=[O:37])[CH:12]([CH2:13]2)[CH:11]=[CH:10][CH2:9][CH2:8][CH2:7][CH2:6][CH2:5]1. The yield is 0.790. (3) The reactants are O[C:2]1([C:18]2[CH:23]=[CH:22][CH:21]=[C:20]([O:24][C:25]([F:28])([F:27])[F:26])[CH:19]=2)[CH2:5][C:4]2([CH2:10][CH2:9][N:8](C(OC(C)(C)C)=O)[CH2:7][CH2:6]2)[CH2:3]1.C([SiH](CC)CC)C.FC(F)(F)C(O)=O.C(Cl)[Cl:44]. No catalyst specified. The product is [ClH:44].[F:28][C:25]([F:26])([F:27])[O:24][C:20]1[CH:19]=[C:18]([CH:2]2[CH2:5][C:4]3([CH2:6][CH2:7][NH:8][CH2:9][CH2:10]3)[CH2:3]2)[CH:23]=[CH:22][CH:21]=1. The yield is 0.525.